Dataset: Experimentally validated miRNA-target interactions with 360,000+ pairs, plus equal number of negative samples. Task: Binary Classification. Given a miRNA mature sequence and a target amino acid sequence, predict their likelihood of interaction. (1) The miRNA is hsa-miR-372-3p with sequence AAAGUGCUGCGACAUUUGAGCGU. The protein sequence of the target gene is MYAPGGAGLPGGRRRRSPGGSALPKQPERSLASALPGALSITALCTALAEPAWLHIHGGTCSRQELGVSDVLGYVHPDLLKDFCMNPQTVLLLRVIAAFCFLGILCSLSAFLLDVFGPKHPALKITRRYAFAHILTVLQCATVIGFSYWASELILAQQQQHKKYHGSQVYVTFAVSFYLVAGAGGASILATAANLLRHYPTEEEEQALELLSEMEENEPYPAEYEVINQFQPPPAYTP. Result: 1 (interaction). (2) The miRNA is hsa-miR-7107-5p with sequence UCGGCCUGGGGAGGAGGAAGGG. The protein sequence of the target gene is MNVSDGGRRRFEDNEHTLRIYPGTISEGTIYCPIPARKNSTAAEVIDSLINRLHLDKTKCYVLAEVKEFGGEEWILNPTDCPVQRMMLWPRMALENRLSGEDYRFLLREKNLDGSIHYGSLQSWLRVTEERRRMMERGFLPQPQQKDFDDLCSLPDLNEKTLLENLRNRFKHEKIYTYVGSILIAINPFKFLPIYNPKYVKMYDNHQLGKLEPHIYAVADVAYHAMLQRKKNQCIVISGESGSGKTQSTNFLIHHLTALSQKGFASGVEQIILGAGPVLEAFGNAKTAHNNNSSRFGKFI.... Result: 0 (no interaction).